Dataset: Reaction yield outcomes from USPTO patents with 853,638 reactions. Task: Predict the reaction yield, written as a fraction of the theoretical maximum amount of product (1.0 means a 100% yield; for example, 0.34 means a 34% yield). (1) The reactants are [F:1][C:2]1[C:7]2[NH:8][C:9](=[O:12])[CH2:10][O:11][C:6]=2[CH:5]=[C:4]([F:13])[CH:3]=1.C([O-])([O-])=O.[Cs+].[Cs+].[Cl:20][CH2:21][CH2:22][CH2:23]I. No catalyst specified. The product is [Cl:20][CH2:21][CH2:22][CH2:23][N:8]1[C:7]2[C:2]([F:1])=[CH:3][C:4]([F:13])=[CH:5][C:6]=2[O:11][CH2:10][C:9]1=[O:12]. The yield is 0.490. (2) The reactants are [Cl:1][C:2]1[CH:3]=[C:4]([CH2:9][CH2:10][CH2:11][C:12](O)=[O:13])[CH:5]=[CH:6][C:7]=1[Cl:8].B.C1COCC1. The catalyst is C1COCC1. The product is [Cl:1][C:2]1[CH:3]=[C:4]([CH2:9][CH2:10][CH2:11][CH2:12][OH:13])[CH:5]=[CH:6][C:7]=1[Cl:8]. The yield is 1.00. (3) The yield is 0.330. The product is [NH2:8][C:9]1[CH:18]=[C:17]2[C:12]([CH:13]=[CH:14][CH:15]=[C:16]2[CH:19]2[CH2:20][CH2:21][N:22]([CH3:25])[CH2:23][CH2:24]2)=[CH:11][CH:10]=1. The catalyst is C(O)(=O)C.[OH-].[Pd+2].[OH-]. The reactants are C([N:8](CC1C=CC=CC=1)[C:9]1[CH:18]=[C:17]2[C:12]([CH:13]=[CH:14][CH:15]=[C:16]2[C:19]2[CH2:24][CH2:23][N:22]([CH3:25])[CH2:21][CH:20]=2)=[CH:11][CH:10]=1)C1C=CC=CC=1. (4) The reactants are [Cr](Cl)([O-])(=O)=O.[NH+]1C=CC=CC=1.[Cl:12][C:13]1[S:17][C:16]([S:18]([NH:21][C@H:22]([CH2:27][OH:28])[C@H:23]([CH2:25][CH3:26])[CH3:24])(=[O:20])=[O:19])=[CH:15][CH:14]=1. The catalyst is C(Cl)Cl. The product is [Cl:12][C:13]1[S:17][C:16]([S:18]([NH:21][C@H:22]([CH:27]=[O:28])[C@@H:23]([CH3:24])[CH2:25][CH3:26])(=[O:20])=[O:19])=[CH:15][CH:14]=1. The yield is 0.810. (5) The catalyst is [Cu]. The reactants are F[C:2]1[CH:7]=[CH:6][C:5]([CH3:8])=[CH:4][C:3]=1[S:9]([OH:12])(=[O:11])=[O:10].[NH:13]1[CH2:18][CH2:17][NH:16][CH2:15][CH2:14]1. The yield is 0.650. The product is [N:13]1([C:2]2[CH:7]=[CH:6][C:5]([CH3:8])=[CH:4][C:3]=2[S:9]([OH:12])(=[O:11])=[O:10])[CH2:18][CH2:17][NH:16][CH2:15][CH2:14]1.